Dataset: Full USPTO retrosynthesis dataset with 1.9M reactions from patents (1976-2016). Task: Predict the reactants needed to synthesize the given product. (1) Given the product [NH2:9][C:8]1[C:3]([O:2][CH3:1])=[CH:4][CH:5]=[CH:6][C:7]=1[C:12]([O:11][CH3:10])=[O:13], predict the reactants needed to synthesize it. The reactants are: [CH3:1][O:2][C:3]1[C:8]2[NH:9][C:10](=O)[O:11][C:12](=[O:13])[C:7]=2[CH:6]=[CH:5][CH:4]=1.[OH-].[Na+]. (2) Given the product [C:1]([O:6][CH2:7][CH2:8][CH2:9][SiH2:10][O:11][Si:20]([CH3:25])([O:21][CH3:22])[O:19][Si:18]([CH3:17])([O:28][CH3:29])[O:26][CH3:27])(=[O:5])[C:2]([CH3:4])=[CH2:3], predict the reactants needed to synthesize it. The reactants are: [C:1]([O:6][CH2:7][CH2:8][CH2:9][Si:10](C)(C)[O:11]C)(=[O:5])[C:2]([CH3:4])=[CH2:3].CO.[CH3:17][Si:18]([O:28][CH3:29])([O:26][CH3:27])[O:19][Si:20]([CH3:25])(OC)[O:21][CH3:22]. (3) Given the product [Br:1][C:2]1[C:3]([CH3:11])=[C:4]([CH:8]=[CH:9][CH:10]=1)[C:5]([N:15]([CH2:16][CH3:17])[CH2:12][CH3:13])=[O:7], predict the reactants needed to synthesize it. The reactants are: [Br:1][C:2]1[C:3]([CH3:11])=[C:4]([CH:8]=[CH:9][CH:10]=1)[C:5]([OH:7])=O.[CH:12]([N:15](CC)[CH:16](C)[CH3:17])(C)[CH3:13].CN(C(ON1N=NC2C=CC=CC1=2)=[N+](C)C)C.[B-](F)(F)(F)F.C(NCC)C.